This data is from Cav3 T-type calcium channel HTS with 100,875 compounds. The task is: Binary Classification. Given a drug SMILES string, predict its activity (active/inactive) in a high-throughput screening assay against a specified biological target. (1) The compound is O1C=2CC(CC(=O)C2C(C2=C(O)CC(CC2=O)(C)C)c2c1cccc2)(C)C. The result is 0 (inactive). (2) The molecule is Fc1ccc(c2nn(nn2)CC(=O)Nc2ccc(cc2)C(OCC)=O)cc1. The result is 0 (inactive). (3) The compound is Clc1c(CSCc2[nH][nH]c(=O)n2)cccc1. The result is 0 (inactive). (4) The molecule is N1(C(N=C(N=C1N)N)(C)C)c1c(cc(cc1)C)C. The result is 0 (inactive).